This data is from Forward reaction prediction with 1.9M reactions from USPTO patents (1976-2016). The task is: Predict the product of the given reaction. (1) The product is: [Cl:32][C:33]1[CH:41]=[CH:40][C:36]([C:37]2[C:19]3[CH2:20][O:21][CH2:22][CH2:17][C:18]=3[N:14]([C:12]([NH:11][C@@H:6]([C:7]([CH3:9])([CH3:10])[CH3:8])[C:5]([NH:4][CH2:3][CH2:2][OH:1])=[O:31])=[O:13])[N:15]=2)=[C:35]([F:42])[CH:34]=1. Given the reactants [OH:1][CH2:2][CH2:3][NH:4][C:5](=[O:31])[C@@H:6]([NH:11][C:12]([N:14]1[C:18]2[CH2:19][CH2:20][O:21][CH2:22][C:17]=2C(C2C=CC(F)=C(F)C=2)=[N:15]1)=[O:13])[C:7]([CH3:10])([CH3:9])[CH3:8].[Cl:32][C:33]1[CH:41]=[CH:40][C:36]([C:37](Cl)=O)=[C:35]([F:42])[CH:34]=1, predict the reaction product. (2) Given the reactants [ClH:1].[CH:2]1([C@H:8]2[N:13]3[CH:14]=[C:15]([C:20]([N:22]4[CH2:27][C@H:26]([CH3:28])[NH:25][C@H:24]([CH3:29])[CH2:23]4)=[O:21])[C:16]4[CH:17]=[CH:18][CH:19]=[C:11]([C:12]=43)[O:10][CH2:9]2)[CH2:7][CH2:6][CH2:5][CH2:4][CH2:3]1.C=O.[C:32](O[BH-](OC(=O)C)OC(=O)C)(=O)C.[Na+], predict the reaction product. The product is: [ClH:1].[CH:2]1([C@H:8]2[N:13]3[CH:14]=[C:15]([C:20]([N:22]4[CH2:23][C@H:24]([CH3:29])[N:25]([CH3:32])[C@H:26]([CH3:28])[CH2:27]4)=[O:21])[C:16]4[CH:17]=[CH:18][CH:19]=[C:11]([C:12]=43)[O:10][CH2:9]2)[CH2:3][CH2:4][CH2:5][CH2:6][CH2:7]1.